Dataset: Full USPTO retrosynthesis dataset with 1.9M reactions from patents (1976-2016). Task: Predict the reactants needed to synthesize the given product. Given the product [C:4]([CH:6]1[CH2:10][CH2:9][N:8]([C:11]([O:13][C:14]([CH3:15])([CH3:16])[CH3:17])=[O:12])[CH2:7]1)(=[O:5])[C:19]1[CH:24]=[CH:23][CH:22]=[CH:21][CH:20]=1, predict the reactants needed to synthesize it. The reactants are: CON(C)[C:4]([CH:6]1[CH2:10][CH2:9][N:8]([C:11]([O:13][C:14]([CH3:17])([CH3:16])[CH3:15])=[O:12])[CH2:7]1)=[O:5].[C:19]1([Mg]Br)[CH:24]=[CH:23][CH:22]=[CH:21][CH:20]=1.[NH4+].[Cl-].